From a dataset of Forward reaction prediction with 1.9M reactions from USPTO patents (1976-2016). Predict the product of the given reaction. Given the reactants [CH3:1][C@@H:2]1[CH2:7][N:6]([C:8]2[C:12]3=[N:13][CH:14]=[CH:15][CH:16]=[C:11]3[NH:10][CH:9]=2)[CH2:5][CH2:4][N:3]1C(OC(C)(C)C)=O.[H-].[Al+3].[Li+].[H-].[H-].[H-].C[C@H]1NC(=O)CN(C2C3=NC=CC=C3NC=2)C1=O, predict the reaction product. The product is: [CH3:1][C@H:2]1[NH:3][CH2:4][CH2:5][N:6]([C:8]2[C:12]3=[N:13][CH:14]=[CH:15][CH:16]=[C:11]3[NH:10][CH:9]=2)[CH2:7]1.